This data is from Catalyst prediction with 721,799 reactions and 888 catalyst types from USPTO. The task is: Predict which catalyst facilitates the given reaction. (1) Reactant: Cl[CH2:2][C:3]1[NH:8][C:7](=[O:9])[NH:6][C:5](=[O:10])[CH:4]=1.[F:11][C:12]([F:16])([F:15])[CH2:13][OH:14].C(=O)([O-])[O-].[Cs+].[Cs+]. Product: [F:11][C:12]([F:16])([F:15])[CH2:13][O:14][CH2:2][C:3]1[NH:8][C:7](=[O:9])[NH:6][C:5](=[O:10])[CH:4]=1. The catalyst class is: 9. (2) Reactant: C(N(C(C)C)C(C)C)C.[CH3:10][C:11]([CH3:43])([CH2:15][O:16][C:17]1[CH:22]=[CH:21][C:20]([C:23]2[CH:32]=[C:31]3[C:26]([C:27]([C:34](=[O:42])[NH:35][C:36]4[CH:41]=[CH:40][CH:39]=[CH:38][CH:37]=4)=[CH:28][C:29]([CH3:33])=[N:30]3)=[CH:25][CH:24]=2)=[CH:19][N:18]=1)[C:12](O)=[O:13].Br.[N:45]1[NH:46][N:47]=[N:48][C:49]=1[CH2:50][NH2:51].F[P-](F)(F)(F)(F)F.N1(O[P+](N2CCCC2)(N2CCCC2)N2CCCC2)C2C=CC=CC=2N=N1. Product: [N:45]1[NH:46][N:47]=[N:48][C:49]=1[CH2:50][NH:51][C:12](=[O:13])[C:11]([CH3:10])([CH3:43])[CH2:15][O:16][C:17]1[N:18]=[CH:19][C:20]([C:23]2[CH:32]=[C:31]3[C:26]([C:27]([C:34]([NH:35][C:36]4[CH:37]=[CH:38][CH:39]=[CH:40][CH:41]=4)=[O:42])=[CH:28][C:29]([CH3:33])=[N:30]3)=[CH:25][CH:24]=2)=[CH:21][CH:22]=1. The catalyst class is: 9.